Task: Predict the reactants needed to synthesize the given product.. Dataset: Full USPTO retrosynthesis dataset with 1.9M reactions from patents (1976-2016) (1) Given the product [F:11][C:4]1[C:5]([F:10])=[C:6]([F:9])[C:7]([F:8])=[CH:2][C:3]=1[S:12]([NH:15][C:16]1[CH:21]=[CH:20][C:19]([O:22][CH3:23])=[C:18]([OH:24])[CH:17]=1)(=[O:14])=[O:13], predict the reactants needed to synthesize it. The reactants are: Br[C:2]1[C:7]([F:8])=[C:6]([F:9])[C:5]([F:10])=[C:4]([F:11])[C:3]=1[S:12]([NH:15][C:16]1[CH:21]=[CH:20][C:19]([O:22][CH3:23])=[C:18]([OH:24])[CH:17]=1)(=[O:14])=[O:13]. (2) Given the product [CH3:15][C:14]1[C:3]2[C:2](=[O:25])[C:11]3[C:6](=[CH:7][CH:8]=[CH:9][CH:10]=3)[NH:5][C:4]=2[N:12]([C:16]2[CH:21]=[CH:20][CH:19]=[CH:18][N:17]=2)[N:13]=1, predict the reactants needed to synthesize it. The reactants are: Cl[C:2]1[C:11]2[C:6](=[CH:7][CH:8]=[CH:9][CH:10]=2)[N:5]=[C:4]2[N:12]([C:16]3[CH:21]=[CH:20][CH:19]=[CH:18][N:17]=3)[N:13]=[C:14]([CH3:15])[C:3]=12.Cl.C([OH:25])C. (3) Given the product [ClH:9].[NH2:27][C:12]1[CH:11]=[C:10]([Cl:9])[C:22]2[N:21]([CH:23]([CH3:24])[CH3:25])[C:20]3[C:15]([C:14]=2[C:13]=1[CH3:26])=[CH:16][CH:17]=[CH:18][CH:19]=3.[ClH:9], predict the reactants needed to synthesize it. The reactants are: S(S([O-])=O)([O-])=O.[Na+].[Na+].[Cl:9][C:10]1[C:22]2[N:21]([CH:23]([CH3:25])[CH3:24])[C:20]3[C:15](=[CH:16][CH:17]=[CH:18][CH:19]=3)[C:14]=2[C:13]([CH3:26])=[C:12]([N+:27]([O-])=O)[CH:11]=1.